From a dataset of Forward reaction prediction with 1.9M reactions from USPTO patents (1976-2016). Predict the product of the given reaction. (1) Given the reactants [N:1]1[N:2]([C:10]2[CH:15]=[C:14]([CH3:16])[CH:13]=[C:12]([CH2:17]Cl)[C:11]=2[OH:19])[N:3]=[C:4]2[CH:9]=[CH:8][CH:7]=[CH:6][C:5]=12.C(=O)(O)[O-:21].[Na+], predict the reaction product. The product is: [N:1]1[N:2]([C:10]2[CH:15]=[C:14]([CH3:16])[CH:13]=[C:12]([CH2:17][OH:21])[C:11]=2[OH:19])[N:3]=[C:4]2[CH:9]=[CH:8][CH:7]=[CH:6][C:5]=12. (2) Given the reactants [Cl:1][C:2]1[CH:7]=[CH:6][C:5]([C@H:8]([NH2:11])[CH2:9][CH3:10])=[C:4]([F:12])[C:3]=1[O:13][C:14]1[CH:19]=[CH:18][CH:17]=[CH:16][CH:15]=1.FC1C(OC2C=CC=CC=2)=C(F)C=CC=1C(N)CC.[C:39]([O:44][CH3:45])(=[O:43])/[CH:40]=[CH:41]/[CH3:42], predict the reaction product. The product is: [CH3:45][O:44][C:39](=[O:43])[CH2:40][CH:41]([NH:11][C@@H:8]([C:5]1[CH:6]=[CH:7][C:2]([Cl:1])=[C:3]([O:13][C:14]2[CH:15]=[CH:16][CH:17]=[CH:18][CH:19]=2)[C:4]=1[F:12])[CH2:9][CH3:10])[CH3:42]. (3) Given the reactants [ClH:1].N[C:3]([CH2:8][CH2:9][C:10]1[CH:15]=[CH:14][C:13]([O:16][CH2:17][CH2:18][CH2:19][CH2:20][CH2:21][CH2:22][CH3:23])=[C:12]([C:24]([F:27])([F:26])[F:25])[CH:11]=1)([CH2:6][OH:7])[CH2:4][OH:5].C=O.[C:30]([BH3-])#[N:31].[Na+].[C:34](=O)([O-])O.[Na+], predict the reaction product. The product is: [ClH:1].[CH3:34][N:31]([CH3:30])[C:3]([CH2:8][CH2:9][C:10]1[CH:15]=[CH:14][C:13]([O:16][CH2:17][CH2:18][CH2:19][CH2:20][CH2:21][CH2:22][CH3:23])=[C:12]([C:24]([F:27])([F:26])[F:25])[CH:11]=1)([CH2:6][OH:7])[CH2:4][OH:5]. (4) Given the reactants Cl[C:2]1[CH:11]=[CH:10][C:9]2[C:4](=[CH:5][CH:6]=[C:7]([N+:12]([O-:14])=[O:13])[CH:8]=2)[N:3]=1.[C:15]1(B(O)O)[CH:20]=[CH:19][CH:18]=[CH:17][CH:16]=1.[OH-].[Ba+2].[OH-], predict the reaction product. The product is: [C:15]1([C:2]2[CH:11]=[CH:10][C:9]3[C:4](=[CH:5][CH:6]=[C:7]([N+:12]([O-:14])=[O:13])[CH:8]=3)[N:3]=2)[CH:20]=[CH:19][CH:18]=[CH:17][CH:16]=1.